This data is from Peptide-MHC class II binding affinity with 134,281 pairs from IEDB. The task is: Regression. Given a peptide amino acid sequence and an MHC pseudo amino acid sequence, predict their binding affinity value. This is MHC class II binding data. (1) The binding affinity (normalized) is 0.482. The MHC is DRB1_0901 with pseudo-sequence DRB1_0901. The peptide sequence is YSDRGWGNGCGLFGK. (2) The peptide sequence is LKTMSLYMAISPKFT. The MHC is DRB1_0101 with pseudo-sequence DRB1_0101. The binding affinity (normalized) is 0.893. (3) The peptide sequence is EVLKGPFTVRYTTEG. The MHC is HLA-DPA10201-DPB10501 with pseudo-sequence HLA-DPA10201-DPB10501. The binding affinity (normalized) is 0.